Dataset: Forward reaction prediction with 1.9M reactions from USPTO patents (1976-2016). Task: Predict the product of the given reaction. (1) Given the reactants [O:1]1[CH2:3][C@H:2]1[CH2:4][O:5][C:6]1[C:18]2[C:17]3[C:12](=[CH:13][CH:14]=[CH:15][CH:16]=3)[NH:11][C:10]=2[CH:9]=[CH:8][CH:7]=1.[NH2:19][CH2:20][CH:21]1[CH2:26][CH2:25][N:24]([CH2:27][CH2:28][CH2:29][CH2:30][CH2:31][CH2:32][CH2:33][CH3:34])[CH2:23][CH2:22]1, predict the reaction product. The product is: [CH:9]1[C:10]2[NH:11][C:12]3[C:17](=[CH:16][CH:15]=[CH:14][CH:13]=3)[C:18]=2[C:6]([O:5][CH2:4][C@@H:2]([OH:1])[CH2:3][NH:19][CH2:20][CH:21]2[CH2:26][CH2:25][N:24]([CH2:27][CH2:28][CH2:29][CH2:30][CH2:31][CH2:32][CH2:33][CH3:34])[CH2:23][CH2:22]2)=[CH:7][CH:8]=1. (2) The product is: [CH:6]1([C:9]2[C:14]([N+:15]([O-:17])=[O:16])=[CH:13][C:12]([NH2:18])=[CH:11][C:10]=2[C:21]([F:22])([F:23])[F:24])[CH2:7][CH2:8]1. Given the reactants C([O-])(O)=O.[Na+].[CH:6]1([C:9]2[C:14]([N+:15]([O-:17])=[O:16])=[CH:13][C:12]([N+:18]([O-])=O)=[CH:11][C:10]=2[C:21]([F:24])([F:23])[F:22])[CH2:8][CH2:7]1.C(OCC)(=O)C, predict the reaction product. (3) Given the reactants NC1(C2C=CC(C3OC4N=C(N(C)C)N=C(OC)C=4C=3C3C=CC=CC=3)=CC=2)CCC1.[C:32]1([C:38]2[C:42]3[C:43]([C:47]4[CH:48]=[N:49][NH:50][CH:51]=4)=[N:44][CH:45]=[CH:46][C:41]=3[O:40][C:39]=2[C:52]2[CH:57]=[CH:56][C:55]([C:58]3([NH:62]C(=O)OC(C)(C)C)[CH2:61][CH2:60][CH2:59]3)=[CH:54][CH:53]=2)[CH:37]=[CH:36][CH:35]=[CH:34][CH:33]=1, predict the reaction product. The product is: [C:32]1([C:38]2[C:42]3[C:43]([C:47]4[CH:51]=[N:50][NH:49][CH:48]=4)=[N:44][CH:45]=[CH:46][C:41]=3[O:40][C:39]=2[C:52]2[CH:53]=[CH:54][C:55]([C:58]3([NH2:62])[CH2:61][CH2:60][CH2:59]3)=[CH:56][CH:57]=2)[CH:37]=[CH:36][CH:35]=[CH:34][CH:33]=1. (4) Given the reactants [N:1]1[C:6]2[NH:7][CH:8]=[CH:9][C:5]=2[CH:4]=[N:3][CH:2]=1.[I:10]N1C(=O)CCC1=O, predict the reaction product. The product is: [I:10][C:9]1[C:5]2[CH:4]=[N:3][CH:2]=[N:1][C:6]=2[NH:7][CH:8]=1. (5) Given the reactants [C:1](#N)[CH3:2].[Cl:4][C:5]1[C:6]([CH:12]([S:21]([C:24]2[CH:29]=[CH:28][C:27]([Cl:30])=[CH:26][CH:25]=2)(=[O:23])=[O:22])[C:13]2[CH:18]=[C:17]([F:19])[CH:16]=[CH:15][C:14]=2[F:20])=[CH:7][C:8]([NH2:11])=[N:9][CH:10]=1.Cl.CN1[CH2:38][CH2:37][N:36]([S:39](Cl)(=[O:41])=[O:40])[CH2:35][CH2:34]1.C(N(CC)CC)C, predict the reaction product. The product is: [Cl:4][C:5]1[C:6]([CH:12]([S:21]([C:24]2[CH:29]=[CH:28][C:27]([Cl:30])=[CH:26][CH:25]=2)(=[O:23])=[O:22])[C:13]2[CH:18]=[C:17]([F:19])[CH:16]=[CH:15][C:14]=2[F:20])=[CH:7][C:8]([NH:11][S:39]([N:36]2[CH2:37][CH2:38][CH:1]([CH3:2])[CH2:34][CH2:35]2)(=[O:41])=[O:40])=[N:9][CH:10]=1.